Dataset: Forward reaction prediction with 1.9M reactions from USPTO patents (1976-2016). Task: Predict the product of the given reaction. (1) Given the reactants S(Cl)([Cl:3])=O.[CH:5]1[CH:10]=[C:9]([C:11](O)=[O:12])[C:8]([OH:14])=[CH:7][CH:6]=1.CN(C=O)C, predict the reaction product. The product is: [C:11]([Cl:3])(=[O:12])[C:9]1[C:8](=[CH:7][CH:6]=[CH:5][CH:10]=1)[OH:14]. (2) Given the reactants [C:1]([CH2:4][CH:5]([OH:44])[CH2:6][CH:7]([OH:43])[CH2:8][CH2:9][C:10]1[N:14]([CH:15]([CH3:17])[CH3:16])[C:13]([C:18]([NH:20][C:21]2[CH:29]=[CH:28][C:24]([C:25]([OH:27])=[O:26])=[CH:23][N:22]=2)=[O:19])=[C:12]([C:30]2[CH:35]=[CH:34][CH:33]=[CH:32][CH:31]=2)[C:11]=1[C:36]1[CH:41]=[CH:40][C:39]([F:42])=[CH:38][CH:37]=1)([OH:3])=[O:2].[OH-].[Na+:46].C1(C)C=CC=CC=1, predict the reaction product. The product is: [Na+:46].[Na+:46].[C:1]([CH2:4][CH:5]([OH:44])[CH2:6][CH:7]([OH:43])[CH2:8][CH2:9][C:10]1[N:14]([CH:15]([CH3:17])[CH3:16])[C:13]([C:18]([NH:20][C:21]2[CH:29]=[CH:28][C:24]([C:25]([O-:27])=[O:26])=[CH:23][N:22]=2)=[O:19])=[C:12]([C:30]2[CH:35]=[CH:34][CH:33]=[CH:32][CH:31]=2)[C:11]=1[C:36]1[CH:37]=[CH:38][C:39]([F:42])=[CH:40][CH:41]=1)([OH:3])=[O:2].[C:1]([CH2:4][CH:5]([OH:44])[CH2:6][CH:7]([OH:43])[CH2:8][CH2:9][C:10]1[N:14]([CH:15]([CH3:17])[CH3:16])[C:13]([C:18]([NH:20][C:21]2[CH:29]=[CH:28][C:24]([C:25]([O-:27])=[O:26])=[CH:23][N:22]=2)=[O:19])=[C:12]([C:30]2[CH:35]=[CH:34][CH:33]=[CH:32][CH:31]=2)[C:11]=1[C:36]1[CH:37]=[CH:38][C:39]([F:42])=[CH:40][CH:41]=1)([OH:3])=[O:2]. (3) Given the reactants [F:1][C:2]([F:15])([F:14])[O:3][C:4]1[CH:13]=[CH:12][C:7]2[N:8]=[C:9]([NH2:11])[S:10][C:6]=2[CH:5]=1.C(OC([NH:23][CH2:24][C:25](O)=[O:26])=O)(C)(C)C.CCN=C=NCCCN(C)C.O1CCOCC1, predict the reaction product. The product is: [NH2:23][CH2:24][C:25]([NH:11][C:9]1[S:10][C:6]2[CH:5]=[C:4]([O:3][C:2]([F:1])([F:14])[F:15])[CH:13]=[CH:12][C:7]=2[N:8]=1)=[O:26]. (4) Given the reactants [NH:1]1[CH2:5][CH2:4][C:3]([C:6]2[CH:11]=[CH:10][C:9]([OH:12])=[CH:8][CH:7]=2)=[N:2]1.[CH3:13][O:14][C:15]1[CH:20]=[CH:19][CH:18]=[CH:17][C:16]=1[CH2:21][C:22](O)=[O:23], predict the reaction product. The product is: [OH:12][C:9]1[CH:10]=[CH:11][C:6]([C:3]2[CH2:4][CH2:5][N:1]([C:22](=[O:23])[CH2:21][C:16]3[CH:17]=[CH:18][CH:19]=[CH:20][C:15]=3[O:14][CH3:13])[N:2]=2)=[CH:7][CH:8]=1. (5) Given the reactants [CH3:1][C:2]1[O:6][N:5]=[C:4]([C:7]2[CH:12]=[CH:11][CH:10]=[CH:9][CH:8]=2)[C:3]=1[CH2:13][O:14][C:15]1[CH:23]=[CH:22][C:18]([C:19]([OH:21])=O)=[CH:17][N:16]=1.Cl.[N:25]1[N:29]2[CH2:30][CH2:31][CH2:32][NH:33][C:28]2=[CH:27][CH:26]=1, predict the reaction product. The product is: [N:25]1[N:29]2[CH2:30][CH2:31][CH2:32][N:33]([C:19]([C:18]3[CH:17]=[N:16][C:15]([O:14][CH2:13][C:3]4[C:4]([C:7]5[CH:8]=[CH:9][CH:10]=[CH:11][CH:12]=5)=[N:5][O:6][C:2]=4[CH3:1])=[CH:23][CH:22]=3)=[O:21])[C:28]2=[CH:27][CH:26]=1. (6) Given the reactants [CH:1]([N:4]1[CH:8]=[C:7]([C:9]2[CH:10]=[C:11]([CH:13]=[CH:14][CH:15]=2)[NH2:12])[C:6]([C:16]2[CH:21]=[CH:20][N:19]=[CH:18][CH:17]=2)=[N:5]1)([CH3:3])[CH3:2].[N:22]([C:25]1[CH:30]=[CH:29][C:28]([C:31]([F:34])([F:33])[F:32])=[CH:27][CH:26]=1)=[C:23]=[O:24], predict the reaction product. The product is: [CH:1]([N:4]1[CH:8]=[C:7]([C:9]2[CH:10]=[C:11]([NH:12][C:23]([NH:22][C:25]3[CH:26]=[CH:27][C:28]([C:31]([F:32])([F:33])[F:34])=[CH:29][CH:30]=3)=[O:24])[CH:13]=[CH:14][CH:15]=2)[C:6]([C:16]2[CH:17]=[CH:18][N:19]=[CH:20][CH:21]=2)=[N:5]1)([CH3:3])[CH3:2]. (7) Given the reactants [CH2:1]([CH2:5][C:6](=O)[CH3:7])[C:2]([CH3:4])=O.[NH2:9][C:10]1[CH:15]=[CH:14][CH:13]=[CH:12][C:11]=1[CH2:16][C:17]#[N:18].C1(C)C=CC(S(O)(=O)=O)=CC=1, predict the reaction product. The product is: [CH3:4][C:2]1[N:9]([C:10]2[CH:15]=[CH:14][CH:13]=[CH:12][C:11]=2[CH2:16][C:17]#[N:18])[C:6]([CH3:7])=[CH:5][CH:1]=1. (8) Given the reactants [Br:1][C:2]1[CH:7]=[CH:6][CH:5]=[C:4]([CH2:8][CH2:9][N:10]2[CH2:15][CH2:14][N:13]([C:16]3[CH:25]=[CH:24][CH:23]=[C:22]4[C:17]=3[CH:18]=[CH:19][C:20]([CH3:26])=[N:21]4)[CH2:12][CH2:11]2)[C:3]=1[OH:27].Br[CH2:29][C:30]([NH2:32])=[O:31].C([O-])([O-])=O.[K+].[K+], predict the reaction product. The product is: [Br:1][C:2]1[CH:7]=[CH:6][CH:5]=[C:4]([CH2:8][CH2:9][N:10]2[CH2:15][CH2:14][N:13]([C:16]3[CH:25]=[CH:24][CH:23]=[C:22]4[C:17]=3[CH:18]=[CH:19][C:20]([CH3:26])=[N:21]4)[CH2:12][CH2:11]2)[C:3]=1[O:27][CH2:29][C:30]([NH2:32])=[O:31].